From a dataset of CYP2C9 inhibition data for predicting drug metabolism from PubChem BioAssay. Regression/Classification. Given a drug SMILES string, predict its absorption, distribution, metabolism, or excretion properties. Task type varies by dataset: regression for continuous measurements (e.g., permeability, clearance, half-life) or binary classification for categorical outcomes (e.g., BBB penetration, CYP inhibition). Dataset: cyp2c9_veith. The compound is CC(C)CN1CC[C@@]2(CCCN(C(=O)c3ccncc3)C2)C1. The result is 0 (non-inhibitor).